Dataset: Forward reaction prediction with 1.9M reactions from USPTO patents (1976-2016). Task: Predict the product of the given reaction. Given the reactants [CH2:1]([O:3][C:4]([N:6]1[CH2:11][CH2:10][N:9]([C:12](=[O:49])[C@@H:13]([NH:23][C:24]([C:26]2[CH:30]=[C:29]([O:31][CH2:32][C:33]([O:35]CC3C=CC=CC=3)=[O:34])[N:28]([C:43]3[CH:48]=[CH:47][CH:46]=[CH:45][CH:44]=3)[N:27]=2)=[O:25])[CH2:14][CH2:15][C:16]([O:18][C:19]([CH3:22])([CH3:21])[CH3:20])=[O:17])[CH2:8][CH2:7]1)=[O:5])[CH3:2], predict the reaction product. The product is: [CH2:1]([O:3][C:4]([N:6]1[CH2:11][CH2:10][N:9]([C:12](=[O:49])[C@@H:13]([NH:23][C:24]([C:26]2[CH:30]=[C:29]([O:31][CH2:32][C:33]([OH:35])=[O:34])[N:28]([C:43]3[CH:48]=[CH:47][CH:46]=[CH:45][CH:44]=3)[N:27]=2)=[O:25])[CH2:14][CH2:15][C:16]([O:18][C:19]([CH3:22])([CH3:21])[CH3:20])=[O:17])[CH2:8][CH2:7]1)=[O:5])[CH3:2].